From a dataset of Catalyst prediction with 721,799 reactions and 888 catalyst types from USPTO. Predict which catalyst facilitates the given reaction. Reactant: O[CH:2]([C:26]1C=CC(C(CO)(C)C(O)=O)=CC=1)[CH2:3]CCN1CCC(C(O)(C2C=CC=CC=2)C2C=CC=CC=2)CC1.[OH:39][CH:40]([C:64]1[CH:69]=[CH:68][C:67]([C:70]([CH2:77][OH:78])([CH3:76])[C:71]([O:73][CH2:74]C)=[O:72])=[CH:66][CH:65]=1)[CH2:41][CH2:42][CH2:43][N:44]1[CH2:49][CH2:48][CH:47]([C:50]([OH:63])([C:57]2[CH:62]=[CH:61][CH:60]=[CH:59][CH:58]=2)[C:51]2[CH:56]=[CH:55][CH:54]=[CH:53][CH:52]=2)[CH2:46][CH2:45]1.[OH-].[Na+].Cl. Product: [OH:39][CH:40]([C:64]1[CH:69]=[CH:68][C:67]([C:70]([CH2:77][OH:78])([CH2:76][CH2:3][CH2:2][CH3:26])[C:71]([O:73][CH3:74])=[O:72])=[CH:66][CH:65]=1)[CH2:41][CH2:42][CH2:43][N:44]1[CH2:49][CH2:48][CH:47]([C:50]([OH:63])([C:57]2[CH:58]=[CH:59][CH:60]=[CH:61][CH:62]=2)[C:51]2[CH:52]=[CH:53][CH:54]=[CH:55][CH:56]=2)[CH2:46][CH2:45]1. The catalyst class is: 111.